Dataset: Forward reaction prediction with 1.9M reactions from USPTO patents (1976-2016). Task: Predict the product of the given reaction. (1) Given the reactants [NH2:1][C:2]1[C:10]2[O:9][C:8](=[O:11])[NH:7][C:6]=2[CH:5]=[CH:4][CH:3]=1.[CH3:12][N:13]([CH2:17][CH2:18]O)[CH2:14][CH2:15]O.[CH3:20][S:21]([O:24]S(C)(=O)=O)(=[O:23])=[O:22], predict the reaction product. The product is: [CH3:20][S:21]([OH:24])(=[O:23])=[O:22].[CH3:12][N:13]1[CH2:17][CH2:18][N:1]([C:2]2[C:10]3[O:9][C:8](=[O:11])[NH:7][C:6]=3[CH:5]=[CH:4][CH:3]=2)[CH2:15][CH2:14]1. (2) Given the reactants O1CCCOC1C1N(C)C(C2SC3C(=NC=CC=3[O:22][C:23]3[CH:28]=[CH:27][C:26]([N+:29]([O-:31])=[O:30])=[CH:25][C:24]=3[F:32])C=2)=NC=1.[O:33]1[CH2:37][CH2:36][O:35][CH:34]1[C:38]1[CH:39]=[CH:40][C:41]([C:44]2[S:52][C:51]3[C:46](=[N:47][CH:48]=[CH:49][C:50]=3Cl)[CH:45]=2)=[N:42][CH:43]=1, predict the reaction product. The product is: [O:33]1[CH2:37][CH2:36][O:35][CH:34]1[C:38]1[CH:39]=[CH:40][C:41]([C:44]2[S:52][C:51]3[C:46](=[N:47][CH:48]=[CH:49][C:50]=3[O:22][C:23]3[CH:28]=[CH:27][C:26]([N+:29]([O-:31])=[O:30])=[CH:25][C:24]=3[F:32])[CH:45]=2)=[N:42][CH:43]=1.